From a dataset of Catalyst prediction with 721,799 reactions and 888 catalyst types from USPTO. Predict which catalyst facilitates the given reaction. (1) Reactant: [C:1]([O:5][C@@H:6]([C:11]1[C:40]([CH3:41])=[C:39]([C:42](C)=[CH2:43])[C:38]2=[N:45][C:35]3=[CH:36][N:37]2[C:12]=1[N:13]1[CH2:50][CH2:49][C:16]([CH3:51])([O:17][CH2:18][CH2:19][CH2:20][CH2:21][C@H:22]([CH3:48])[O:23][C:24]2[CH:25]=[CH:26][C:27]([F:47])=[CH:28][C:29]=2[C:30]2[CH:46]=[C:34]3[CH:33]=[CH:32][CH:31]=2)[CH2:15][CH2:14]1)[C:7]([O:9][CH3:10])=[O:8])([CH3:4])([CH3:3])[CH3:2].I([O-])(=O)(=O)=[O:53].[Na+].CC(=O)OCC. The catalyst class is: 785. Product: [C:42]([C:39]1[C:38]2=[N:45][C:35]3=[CH:36][N:37]2[C:12]([N:13]2[CH2:14][CH2:15][C:16]([CH3:51])([O:17][CH2:18][CH2:19][CH2:20][CH2:21][C@H:22]([CH3:48])[O:23][C:24]4[CH:25]=[CH:26][C:27]([F:47])=[CH:28][C:29]=4[C:30]4[CH:46]=[C:34]3[CH:33]=[CH:32][CH:31]=4)[CH2:49][CH2:50]2)=[C:11]([C@H:6]([O:5][C:1]([CH3:2])([CH3:4])[CH3:3])[C:7]([O:9][CH3:10])=[O:8])[C:40]=1[CH3:41])(=[O:53])[CH3:43]. (2) Reactant: [NH2:1][C:2]1[CH:3]=[CH:4][C:5]([Cl:18])=[C:6]([NH:8][C:9](=[O:17])[CH2:10][N:11]2[CH2:16][CH2:15][O:14][CH2:13][CH2:12]2)[CH:7]=1.[C:19]1([C:28]2[CH:33]=[CH:32][CH:31]=[CH:30][CH:29]=2)[CH:24]=[CH:23][C:22]([C:25](O)=[O:26])=[CH:21][CH:20]=1.F[P-](F)(F)(F)(F)F.N1(O[P+](N2CCCC2)(N2CCCC2)N2CCCC2)C2C=CC=CC=2N=N1.C(N(C(C)C)CC)(C)C. Product: [Cl:18][C:5]1[CH:4]=[CH:3][C:2]([NH:1][C:25]([C:22]2[CH:23]=[CH:24][C:19]([C:28]3[CH:29]=[CH:30][CH:31]=[CH:32][CH:33]=3)=[CH:20][CH:21]=2)=[O:26])=[CH:7][C:6]=1[NH:8][C:9](=[O:17])[CH2:10][N:11]1[CH2:12][CH2:13][O:14][CH2:15][CH2:16]1. The catalyst class is: 3. (3) Reactant: [C:1]1(/[CH:7]=[CH:8]/[CH:9]=[C:10]2[CH2:15][CH2:14][NH:13][CH2:12][CH2:11]2)[CH:6]=[CH:5][CH:4]=[CH:3][CH:2]=1.Cl[C:17]1[C:22]([N+:23]([O-:25])=[O:24])=[CH:21][CH:20]=[C:19]([CH3:26])[N:18]=1.C(=O)([O-])[O-].[K+].[K+].O. Product: [CH3:26][C:19]1[N:18]=[C:17]([N:13]2[CH2:12][CH2:11][C:10](=[CH:9]/[CH:8]=[CH:7]/[C:1]3[CH:6]=[CH:5][CH:4]=[CH:3][CH:2]=3)[CH2:15][CH2:14]2)[C:22]([N+:23]([O-:25])=[O:24])=[CH:21][CH:20]=1. The catalyst class is: 60.